From a dataset of Forward reaction prediction with 1.9M reactions from USPTO patents (1976-2016). Predict the product of the given reaction. Given the reactants [OH:1][C@:2]1([C:30]([F:36])([F:35])[C:31]([F:34])([F:33])[F:32])[C@:18]2([CH3:19])[C@H:5]([C@H:6]3[C:15]([C@@H:16]([C:20]4[CH:25]=[CH:24][C:23]([C@H:26]([OH:28])[CH3:27])=[CH:22][CH:21]=4)[CH2:17]2)=[C:14]2[C:9](=[CH:10][C:11](=[O:29])[CH2:12][CH2:13]2)[CH2:8][CH2:7]3)[CH2:4][CH2:3]1.[CH2:37]([O:40][C:41]([NH:43][C@@H:44]([CH3:48])[C:45](O)=[O:46])=[O:42])[CH:38]=[CH2:39], predict the reaction product. The product is: [OH:1][C@:2]1([C:30]([F:35])([F:36])[C:31]([F:32])([F:33])[F:34])[C@:18]2([CH3:19])[C@H:5]([C@H:6]3[C:15]([C@@H:16]([C:20]4[CH:21]=[CH:22][C:23]([C@H:26]([O:28][C:45](=[O:46])[C@@H:44]([NH:43][C:41]([O:40][CH2:37][CH:38]=[CH2:39])=[O:42])[CH3:48])[CH3:27])=[CH:24][CH:25]=4)[CH2:17]2)=[C:14]2[C:9](=[CH:10][C:11](=[O:29])[CH2:12][CH2:13]2)[CH2:8][CH2:7]3)[CH2:4][CH2:3]1.